This data is from Reaction yield outcomes from USPTO patents with 853,638 reactions. The task is: Predict the reaction yield, written as a fraction of the theoretical maximum amount of product (1.0 means a 100% yield; for example, 0.34 means a 34% yield). (1) The product is [Cl:25][C:23]1[CH:22]=[C:19]([CH:18]=[C:17]([CH2:14][CH3:15])[CH:24]=1)[CH:20]=[O:21]. The catalyst is C1COCC1.CCOC(C)=O.C1C=CC(P(C2C=CC=CC=2)[C-]2C=CC=C2)=CC=1.C1C=CC(P(C2C=CC=CC=2)[C-]2C=CC=C2)=CC=1.Cl[Pd]Cl.[Fe+2]. The yield is 0.410. The reactants are P([O-])([O-])([O-])=O.[K+].[K+].[K+].C(B([CH2:14][CH3:15])CC)C.Br[C:17]1[CH:18]=[C:19]([CH:22]=[C:23]([Cl:25])[CH:24]=1)[CH:20]=[O:21]. (2) The reactants are [F:1][C:2]1[CH:3]=[C:4]([NH:9][C:10]2[O:14][C:13]([C:15]([NH:17][C:18]3[CH:19]=[CH:20][C:21]([N:24]4[CH2:29][CH2:28][C:27]([CH3:34])([C:30]([O:32]C)=[O:31])[CH2:26][CH2:25]4)=[N:22][CH:23]=3)=[O:16])=[N:12][N:11]=2)[CH:5]=[CH:6][C:7]=1[F:8].[OH-].[Na+]. The catalyst is CO. The product is [F:1][C:2]1[CH:3]=[C:4]([NH:9][C:10]2[O:14][C:13]([C:15]([NH:17][C:18]3[CH:19]=[CH:20][C:21]([N:24]4[CH2:25][CH2:26][C:27]([CH3:34])([C:30]([OH:32])=[O:31])[CH2:28][CH2:29]4)=[N:22][CH:23]=3)=[O:16])=[N:12][N:11]=2)[CH:5]=[CH:6][C:7]=1[F:8]. The yield is 0.840. (3) The reactants are [NH2:1][C:2]1[C:7]([C:8]2[C:9](=[O:14])[NH:10][CH:11]=[CH:12][CH:13]=2)=[CH:6][C:5]([C:15]([CH3:18])([CH3:17])[CH3:16])=[CH:4][C:3]=1[CH2:19][CH2:20][C:21]1[CH:26]=[CH:25][C:24]([NH:27][S:28]([CH3:31])(=[O:30])=[O:29])=[CH:23][CH:22]=1.N1C=CC=C[CH:33]=1.[C:38](OC(=O)C)(=[O:40])[CH3:39]. The catalyst is C(Cl)Cl.C([O-])(O)=O.[Na+]. The product is [C:15]([C:5]1[CH:6]=[C:7]([C:8]2[C:9]([O:14][CH3:33])=[N:10][CH:11]=[CH:12][CH:13]=2)[C:2]([NH:1][C:38](=[O:40])[CH3:39])=[C:3]([CH2:19][CH2:20][C:21]2[CH:26]=[CH:25][C:24]([NH:27][S:28]([CH3:31])(=[O:30])=[O:29])=[CH:23][CH:22]=2)[CH:4]=1)([CH3:16])([CH3:17])[CH3:18]. The yield is 0.460.